The task is: Predict the product of the given reaction.. This data is from Forward reaction prediction with 1.9M reactions from USPTO patents (1976-2016). (1) Given the reactants [N+:1]([C:4]1[CH:13]=[C:12]2[C:7]([CH2:8][CH2:9][NH:10][CH2:11]2)=[CH:6][CH:5]=1)([O-:3])=[O:2].[CH:14]([O:17][C:18]1[CH:26]=[CH:25][C:24]([S:27]([CH3:30])(=[O:29])=[O:28])=[CH:23][C:19]=1[C:20](O)=[O:21])([CH3:16])[CH3:15], predict the reaction product. The product is: [CH:14]([O:17][C:18]1[CH:26]=[CH:25][C:24]([S:27]([CH3:30])(=[O:29])=[O:28])=[CH:23][C:19]=1[C:20]([N:10]1[CH2:9][CH2:8][C:7]2[C:12](=[CH:13][C:4]([N+:1]([O-:3])=[O:2])=[CH:5][CH:6]=2)[CH2:11]1)=[O:21])([CH3:16])[CH3:15]. (2) Given the reactants ClC[C:3]([NH:5][CH2:6][C@H:7]1[CH2:11][CH2:10][CH2:9][N:8]1[C:12](OC(C)(C)C)=O)=[O:4].C(O)(C(F)(F)F)=O.C(=O)([O-])[O-].[Na+].[Na+], predict the reaction product. The product is: [CH2:6]1[NH:5][C:3](=[O:4])[CH2:12][N:8]2[CH2:9][CH2:10][CH2:11][C@H:7]12. (3) Given the reactants NC1C=CC(C2CCC(C(OC)=O)C2)=CC=1.[N+](C1C=CC(C2CCC(C(OC)=O)C2)=CC=1)([O-])=O.[NH2:35][C:36]1[CH:41]=[CH:40][C:39]([C@@H:42]2[CH2:46][CH2:45][C:44](=[CH:47][C:48]([O:50][CH2:51][CH3:52])=[O:49])[CH2:43]2)=[CH:38][CH:37]=1, predict the reaction product. The product is: [NH2:35][C:36]1[CH:37]=[CH:38][C:39]([C@@H:42]2[CH2:46][CH2:45][CH:44]([CH2:47][C:48]([O:50][CH2:51][CH3:52])=[O:49])[CH2:43]2)=[CH:40][CH:41]=1. (4) Given the reactants [CH3:1][O:2][CH2:3][O:4][C:5]1[CH:6]=[N:7][CH:8]=[CH:9][CH:10]=1.CCCCC.C([Li])(C)(C)C.[C:21]([O:29][CH2:30][CH2:31][C:32]1[CH:39]=[CH:38][C:35]([CH:36]=[O:37])=[CH:34][CH:33]=1)(=[O:28])[C:22]1[CH:27]=[CH:26][CH:25]=[CH:24][CH:23]=1.[Cl-].[NH4+], predict the reaction product. The product is: [C:21]([O:29][CH2:30][CH2:31][C:32]1[CH:33]=[CH:34][C:35]([CH:36]([C:10]2[CH:9]=[CH:8][N:7]=[CH:6][C:5]=2[O:4][CH2:3][O:2][CH3:1])[OH:37])=[CH:38][CH:39]=1)(=[O:28])[C:22]1[CH:23]=[CH:24][CH:25]=[CH:26][CH:27]=1. (5) Given the reactants [F:1][C:2]1[CH:7]=[CH:6][C:5]([C:8](=[O:10])[CH3:9])=[C:4]([OH:11])[CH:3]=1.S(Cl)([Cl:15])(=O)=O.O, predict the reaction product. The product is: [Cl:15][C:7]1[C:2]([F:1])=[CH:3][C:4]([OH:11])=[C:5]([C:8](=[O:10])[CH3:9])[CH:6]=1.[Cl:15][C:3]1[C:4]([OH:11])=[C:5]([C:8](=[O:10])[CH3:9])[CH:6]=[CH:7][C:2]=1[F:1]. (6) Given the reactants S(Cl)([Cl:3])=O.[N+:5]([C:8]1[CH:13]=[CH:12][C:11]([S:14]([N:17]2[CH2:22][CH2:21][CH:20]([C:23]([OH:25])=O)[CH2:19][CH2:18]2)(=[O:16])=[O:15])=[CH:10][CH:9]=1)([O-:7])=[O:6], predict the reaction product. The product is: [N+:5]([C:8]1[CH:13]=[CH:12][C:11]([S:14]([N:17]2[CH2:22][CH2:21][CH:20]([C:23]([Cl:3])=[O:25])[CH2:19][CH2:18]2)(=[O:16])=[O:15])=[CH:10][CH:9]=1)([O-:7])=[O:6]. (7) Given the reactants [C:1]([C:9]1[C:10]([NH:16]C(=O)C(C)(C)C)=[N:11][CH:12]=[C:13]([Cl:15])[CH:14]=1)(=[O:8])[C:2]1[CH:7]=[CH:6][CH:5]=[CH:4][CH:3]=1.Cl, predict the reaction product. The product is: [NH2:16][C:10]1[C:9]([C:1]([C:2]2[CH:7]=[CH:6][CH:5]=[CH:4][CH:3]=2)=[O:8])=[CH:14][C:13]([Cl:15])=[CH:12][N:11]=1. (8) Given the reactants [CH:1]([NH2:3])=[O:2].[H-].[Na+].Cl[C:7]1[N:16]=[C:15]([C:17]2[CH:22]=[CH:21][CH:20]=[CH:19][CH:18]=2)[C:14]2[C:9](=[CH:10][CH:11]=[C:12]([Cl:23])[CH:13]=2)[N:8]=1.O, predict the reaction product. The product is: [Cl:23][C:12]1[CH:13]=[C:14]2[C:9](=[CH:10][CH:11]=1)[N:8]=[C:7]([NH:3][CH:1]=[O:2])[N:16]=[C:15]2[C:17]1[CH:22]=[CH:21][CH:20]=[CH:19][CH:18]=1. (9) Given the reactants Cl[C:2]1[C:3]2[CH:17]=[CH:16][C:15](=[O:18])[N:14]([C:19]3[CH:24]=[CH:23][C:22]([F:25])=[CH:21][C:20]=3[F:26])[C:4]=2[N:5]=[C:6]([NH:8][CH:9]([CH2:12][OH:13])[CH2:10][OH:11])[N:7]=1.[CH3:27][S:28][C:29]1[CH:30]=[C:31](B(O)O)[CH:32]=[CH:33][CH:34]=1.C([O-])([O-])=O.[K+].[K+], predict the reaction product. The product is: [CH3:27][S:28][C:29]1[CH:34]=[C:33]([C:2]2[C:3]3[CH:17]=[CH:16][C:15](=[O:18])[N:14]([C:19]4[CH:24]=[CH:23][C:22]([F:25])=[CH:21][C:20]=4[F:26])[C:4]=3[N:5]=[C:6]([NH:8][CH:9]([CH2:12][OH:13])[CH2:10][OH:11])[N:7]=2)[CH:32]=[CH:31][CH:30]=1. (10) Given the reactants [O:1]=[C:2]1[CH2:7][CH2:6][S:5][CH2:4][CH2:3]1.Cl.[NH2:9]O.C(=O)([O-])[O-].[K+].[K+].[C:17]1([CH3:27])C=CC(S(Cl)(=O)=O)=CC=1.[O-:28][CH2:29][CH3:30].[K+], predict the reaction product. The product is: [NH2:9][C:3]1[C:2]([O:28][CH2:29][CH3:30])([O:1][CH2:17][CH3:27])[CH:7]=[CH:6][S:5][CH:4]=1.